The task is: Regression. Given a peptide amino acid sequence and an MHC pseudo amino acid sequence, predict their binding affinity value. This is MHC class II binding data.. This data is from Peptide-MHC class II binding affinity with 134,281 pairs from IEDB. The peptide sequence is RPRWCDERVSSDQSA. The MHC is DRB1_0701 with pseudo-sequence DRB1_0701. The binding affinity (normalized) is 0.288.